This data is from Forward reaction prediction with 1.9M reactions from USPTO patents (1976-2016). The task is: Predict the product of the given reaction. (1) Given the reactants [C:1]([O:5][C:6]([NH:8][C@@H:9]1[CH2:14][CH2:13][C@@H:12]([C:15](=[O:17])[NH2:16])[CH2:11][C@@H:10]1[O:18]C(=O)C1C=CC([N+]([O-])=O)=CC=1)=[O:7])([CH3:4])([CH3:3])[CH3:2].C(=O)([O-])[O-].[K+].[K+], predict the reaction product. The product is: [OH:18][C@@H:10]1[C@H:9]([NH:8][C:6]([O:5][C:1]([CH3:2])([CH3:3])[CH3:4])=[O:7])[CH2:14][CH2:13][C@@H:12]([C:15]([NH2:16])=[O:17])[CH2:11]1. (2) Given the reactants C([N:3](CC)CC)C.CS(Cl)(=O)=O.[Si:13]([O:20][CH:21]([CH2:40][CH2:41]O)[CH:22]([C:24]1[CH:29]=[CH:28][C:27]([NH:30][C:31]([C:33]2[CH:38]=[CH:37][CH:36]=[CH:35][N:34]=2)=[O:32])=[CH:26][C:25]=1[F:39])O)([C:16]([CH3:19])([CH3:18])[CH3:17])([CH3:15])[CH3:14].C(=O)(O)[O-].[Na+], predict the reaction product. The product is: [Si:13]([O:20][CH:21]1[CH2:40][CH2:41][NH:3][CH:22]1[C:24]1[CH:29]=[CH:28][C:27]([NH:30][C:31]([C:33]2[CH:38]=[CH:37][CH:36]=[CH:35][N:34]=2)=[O:32])=[CH:26][C:25]=1[F:39])([C:16]([CH3:18])([CH3:19])[CH3:17])([CH3:14])[CH3:15]. (3) Given the reactants CN1CCOCC1.[NH2:8][C:9]1[CH:14]=[CH:13][C:12]([N:15]2[CH2:19][CH2:18][CH2:17][S:16]2(=[O:21])=[O:20])=[CH:11][CH:10]=1.[CH3:22][C:23]1[O:27][N:26]=[C:25]([C:28]2[CH:29]=[C:30]([CH:39]=[CH:40][CH:41]=2)[O:31][CH:32]([CH2:36][CH2:37][CH3:38])[C:33](O)=[O:34])[N:24]=1.Cl.CN(C)CCCN=C=NCC.O.OC1C2N=NNC=2C=CC=1, predict the reaction product. The product is: [CH3:22][C:23]1[O:27][N:26]=[C:25]([C:28]2[CH:29]=[C:30]([CH:39]=[CH:40][CH:41]=2)[O:31][CH:32]([CH2:36][CH2:37][CH3:38])[C:33]([NH:8][C:9]2[CH:10]=[CH:11][C:12]([N:15]3[CH2:19][CH2:18][CH2:17][S:16]3(=[O:21])=[O:20])=[CH:13][CH:14]=2)=[O:34])[N:24]=1.